This data is from Reaction yield outcomes from USPTO patents with 853,638 reactions. The task is: Predict the reaction yield, written as a fraction of the theoretical maximum amount of product (1.0 means a 100% yield; for example, 0.34 means a 34% yield). The reactants are [CH2:1]([Sn](CCCC)(CCCC)C=C)[CH2:2]CC.Br[C:17]1[CH:25]=[CH:24][CH:23]=[C:22]2[C:18]=1[C:19]([CH3:35])=[CH:20][N:21]2[S:26]([C:29]1[CH:34]=[CH:33][CH:32]=[CH:31][CH:30]=1)(=[O:28])=[O:27]. The catalyst is CC#N. The product is [CH3:35][C:19]1[C:18]2[C:22](=[CH:23][CH:24]=[CH:25][C:17]=2[CH:1]=[CH2:2])[N:21]([S:26]([C:29]2[CH:34]=[CH:33][CH:32]=[CH:31][CH:30]=2)(=[O:28])=[O:27])[CH:20]=1. The yield is 0.820.